From a dataset of Reaction yield outcomes from USPTO patents with 853,638 reactions. Predict the reaction yield, written as a fraction of the theoretical maximum amount of product (1.0 means a 100% yield; for example, 0.34 means a 34% yield). (1) The reactants are [CH3:1][O:2][C:3]([C:5]1[C:6]2[CH:7]=[CH:8][N:9]([CH:15]([CH3:17])[CH3:16])[C:10]=2[CH:11]=[C:12]([OH:14])[CH:13]=1)=[O:4].[CH3:18][N:19]([CH3:23])[CH2:20][CH2:21]O.C1C=CC(P(C2C=CC=CC=2)C2C=CC=CC=2)=CC=1.CCOC(/N=N/C(OCC)=O)=O. The catalyst is C1COCC1. The product is [CH3:1][O:2][C:3]([C:5]1[C:6]2[CH:7]=[CH:8][N:9]([CH:15]([CH3:17])[CH3:16])[C:10]=2[CH:11]=[C:12]([O:14][CH2:21][CH2:20][N:19]([CH3:23])[CH3:18])[CH:13]=1)=[O:4]. The yield is 0.600. (2) The reactants are [Br:1][C:2]1[CH:9]=[C:8](I)[C:5]([CH:6]=[O:7])=[CH:4][N:3]=1.[C:11](=[O:18])([O:13][C:14]([CH3:17])([CH3:16])[CH3:15])[NH2:12].C1(P(C2C=CC=CC=2)C2C3OC4C(=CC=CC=4P(C4C=CC=CC=4)C4C=CC=CC=4)C(C)(C)C=3C=CC=2)C=CC=CC=1.C(=O)([O-])[O-].[Cs+].[Cs+]. The catalyst is O1CCOCC1.C(OCC)(=O)C.C([O-])(=O)C.[Pd+2].C([O-])(=O)C. The product is [Br:1][C:2]1[CH:9]=[C:8]([NH:12][C:11](=[O:18])[O:13][C:14]([CH3:17])([CH3:16])[CH3:15])[C:5]([CH:6]=[O:7])=[CH:4][N:3]=1. The yield is 0.400. (3) The reactants are [CH3:1][O-].[Na+].[N:4]#[C:5][NH2:6].[N:7]([C:10]1[CH:15]=[CH:14][CH:13]=[C:12]([S:16]([CH3:19])(=[O:18])=[O:17])[CH:11]=1)=[C:8]=[S:9].IC. No catalyst specified. The product is [C:5](/[N:6]=[C:8](\[S:9][CH3:1])/[NH:7][C:10]1[CH:15]=[CH:14][CH:13]=[C:12]([S:16]([CH3:19])(=[O:18])=[O:17])[CH:11]=1)#[N:4]. The yield is 0.250. (4) The reactants are [CH3:1][C:2]1[C:3]([NH:8][C@@H:9]2[CH2:14][CH2:13][CH2:12][N:11]([C:15]([O:17][C:18]([CH3:21])([CH3:20])[CH3:19])=[O:16])[CH2:10]2)=[N:4][CH:5]=[CH:6][CH:7]=1.[Br:22][C:23]1[CH:31]=[CH:30][C:26]([C:27](Cl)=[O:28])=[CH:25][CH:24]=1.C[Si]([N-][Si](C)(C)C)(C)C.[Li+]. The catalyst is C1COCC1. The product is [Br:22][C:23]1[CH:31]=[CH:30][C:26]([C:27]([N:8]([C:3]2[C:2]([CH3:1])=[CH:7][CH:6]=[CH:5][N:4]=2)[C@@H:9]2[CH2:14][CH2:13][CH2:12][N:11]([C:15]([O:17][C:18]([CH3:21])([CH3:20])[CH3:19])=[O:16])[CH2:10]2)=[O:28])=[CH:25][CH:24]=1. The yield is 0.500. (5) The reactants are [CH:1]1([CH2:6][C@H:7]([N:11]2[CH2:15][C:14]([O:16][CH3:17])=[CH:13][C:12]2=[O:18])[C:8]([OH:10])=O)[CH2:5][CH2:4][CH2:3][CH2:2]1.C(Cl)(=O)C(Cl)=O.[NH2:25][C:26]1[CH:30]=[CH:29][N:28]([CH2:31][C:32]([CH3:35])([OH:34])[CH3:33])[N:27]=1.C(N(CC)C(C)C)(C)C. The catalyst is C1C=CC=CC=1.CN(C)C=O.ClCCl. The product is [CH:1]1([CH2:6][C@H:7]([N:11]2[CH2:15][C:14]([O:16][CH3:17])=[CH:13][C:12]2=[O:18])[C:8]([NH:25][C:26]2[CH:30]=[CH:29][N:28]([CH2:31][C:32]([OH:34])([CH3:33])[CH3:35])[N:27]=2)=[O:10])[CH2:2][CH2:3][CH2:4][CH2:5]1. The yield is 0.550. (6) The reactants are C(Cl)CCl.C1C=NC2N(O)N=NC=2C=1.[NH2:15][C:16]1[CH:17]=[N:18][CH:19]=[CH:20][C:21]=1[C@H:22]1[CH2:27][C@@H:26]([NH:28][C:29](=[O:35])[O:30][C:31]([CH3:34])([CH3:33])[CH3:32])[C@H:25]([N:36]=[N+]=[N-])[C@@H:24]([CH3:39])[CH2:23]1.[F:40][C:41]1[CH:46]=[CH:45][CH:44]=[C:43]([F:47])[C:42]=1[C:48]1[N:53]=[C:52]([C:54](O)=[O:55])[CH:51]=[CH:50][C:49]=1[F:57].[N-]=[N+]=[N-]. The catalyst is CN(C=O)C.O.CC(O)C.[Pd]. The product is [NH2:36][C@@H:25]1[C@@H:24]([CH3:39])[CH2:23][C@@H:22]([C:21]2[CH:20]=[CH:19][N:18]=[CH:17][C:16]=2[NH:15][C:54](=[O:55])[C:52]2[CH:51]=[CH:50][C:49]([F:57])=[C:48]([C:42]3[C:41]([F:40])=[CH:46][CH:45]=[CH:44][C:43]=3[F:47])[N:53]=2)[CH2:27][C@H:26]1[NH:28][C:29](=[O:35])[O:30][C:31]([CH3:34])([CH3:33])[CH3:32]. The yield is 0.350. (7) The reactants are [N+:1]([C:4]1[C:14]([N+:15]([O-:17])=[O:16])=[CH:13][C:12]2[CH:11]3[CH2:18][CH:7]([CH2:8][NH:9][CH2:10]3)[C:6]=2[CH:5]=1)([O-:3])=[O:2].C([O-])([O-])=O.[Na+].[Na+].[C:25]([O:29][C:30](O[C:30]([O:29][C:25]([CH3:28])([CH3:27])[CH3:26])=[O:31])=[O:31])([CH3:28])([CH3:27])[CH3:26].O. The catalyst is O1CCOCC1. The product is [C:25]([O:29][C:30]([N:9]1[CH2:8][CH:7]2[CH2:18][CH:11]([C:12]3[CH:13]=[C:14]([N+:15]([O-:17])=[O:16])[C:4]([N+:1]([O-:3])=[O:2])=[CH:5][C:6]=32)[CH2:10]1)=[O:31])([CH3:28])([CH3:27])[CH3:26]. The yield is 0.710. (8) The reactants are [F:1][C:2]1[C:10]([F:11])=[C:9]([F:12])[CH:8]=[C:7]([F:13])[C:3]=1[C:4]([OH:6])=[O:5].CN(C1C=CC=CN=1)C.[C:23](OC(OC(O[C:23]([CH3:26])([CH3:25])[CH3:24])=O)=O)([CH3:26])([CH3:25])[CH3:24]. The catalyst is C(O)(C)(C)C. The product is [F:1][C:2]1[C:10]([F:11])=[C:9]([F:12])[CH:8]=[C:7]([F:13])[C:3]=1[C:4]([O:6][C:23]([CH3:26])([CH3:25])[CH3:24])=[O:5]. The yield is 0.600. (9) The reactants are [C:1]([O:5][C:6]([N:8]1[CH2:13][CH2:12][CH:11]([C:14]([OH:16])=O)[CH2:10][CH2:9]1)=[O:7])([CH3:4])([CH3:3])[CH3:2].C[N:18]1CCOCC1.C(O[CH:27]([CH3:29])[CH3:28])=O.ONC(=O)CCC.C[N:38]([CH3:41])C=O. The catalyst is C(OCC)(=O)C. The product is [CH:27]([C:41]1[N:38]=[C:14]([CH:11]2[CH2:10][CH2:9][N:8]([C:6]([O:5][C:1]([CH3:2])([CH3:3])[CH3:4])=[O:7])[CH2:13][CH2:12]2)[O:16][N:18]=1)([CH3:29])[CH3:28]. The yield is 0.395. (10) The reactants are [C:1](OC(=O)C)(=[O:3])[CH3:2].[CH:8]([O:11][C:12]([N:14]1[CH:19]([CH2:20][CH3:21])[CH2:18][CH:17]([NH:22][CH2:23][C:24]2[CH:29]=[C:28]([C:30]([F:33])([F:32])[F:31])[CH:27]=[C:26]([C:34]([F:37])([F:36])[F:35])[CH:25]=2)[C:16]2[S:38][CH:39]=[CH:40][C:15]1=2)=[O:13])([CH3:10])[CH3:9].N1C=CC=CC=1. The catalyst is ClCCl. The product is [CH:8]([O:11][C:12]([N:14]1[CH:19]([CH2:20][CH3:21])[CH2:18][CH:17]([N:22]([C:1](=[O:3])[CH3:2])[CH2:23][C:24]2[CH:29]=[C:28]([C:30]([F:32])([F:33])[F:31])[CH:27]=[C:26]([C:34]([F:35])([F:36])[F:37])[CH:25]=2)[C:16]2[S:38][CH:39]=[CH:40][C:15]1=2)=[O:13])([CH3:9])[CH3:10]. The yield is 0.220.